From a dataset of TCR-epitope binding with 47,182 pairs between 192 epitopes and 23,139 TCRs. Binary Classification. Given a T-cell receptor sequence (or CDR3 region) and an epitope sequence, predict whether binding occurs between them. (1) The epitope is EILDITPCSF. The TCR CDR3 sequence is CATSDLPTRAGETQYF. Result: 1 (the TCR binds to the epitope). (2) The epitope is LPRRSGAAGA. The TCR CDR3 sequence is CASSYSHYTEAFF. Result: 0 (the TCR does not bind to the epitope). (3) The epitope is LLFGYPVYV. The TCR CDR3 sequence is CASSLFTGRNQPQHF. Result: 0 (the TCR does not bind to the epitope).